Dataset: Catalyst prediction with 721,799 reactions and 888 catalyst types from USPTO. Task: Predict which catalyst facilitates the given reaction. (1) Reactant: [CH3:1][O:2][C:3](=[O:18])[CH:4]([NH:8][C:9](=[O:17])[C:10]1[CH:15]=[CH:14][CH:13]=[CH:12][C:11]=1[NH2:16])[CH2:5][CH2:6][CH3:7].[C:19](N1C=CN=C1)(N1C=CN=C1)=[O:20]. Product: [CH3:1][O:2][C:3](=[O:18])[CH:4]([N:8]1[C:9](=[O:17])[C:10]2[C:11](=[CH:12][CH:13]=[CH:14][CH:15]=2)[NH:16][C:19]1=[O:20])[CH2:5][CH2:6][CH3:7]. The catalyst class is: 49. (2) Reactant: [S:1]1[C:5]2[CH:6]=[CH:7][C:8]([NH:10][C:11]3[C:20]4[C:15](=[CH:16][C:17]([OH:28])=[C:18]([S:21]([C:24]([CH3:27])([CH3:26])[CH3:25])(=[O:23])=[O:22])[CH:19]=4)[N:14]=[CH:13][N:12]=3)=[CH:9][C:4]=2[N:3]=[CH:2]1.C(=O)([O-])[O-].[K+].[K+].Br[CH:36]([CH3:41])[C:37]([O:39][CH3:40])=[O:38].O. Product: [S:1]1[C:5]2[CH:6]=[CH:7][C:8]([NH:10][C:11]3[C:20]4[C:15](=[CH:16][C:17]([O:28][CH:36]([CH3:41])[C:37]([O:39][CH3:40])=[O:38])=[C:18]([S:21]([C:24]([CH3:25])([CH3:27])[CH3:26])(=[O:22])=[O:23])[CH:19]=4)[N:14]=[CH:13][N:12]=3)=[CH:9][C:4]=2[N:3]=[CH:2]1. The catalyst class is: 9. (3) Reactant: C(OC(=O)[NH:7][CH:8]([CH2:33][C:34]1[CH:39]=[C:38]([F:40])[C:37]([F:41])=[CH:36][C:35]=1[F:42])[CH2:9][C:10]([N:12]1[CH2:21][C:20]2[N:16]([N:17]=[N:18][C:19]=2[C:22]2[CH:27]=[CH:26][C:25]([F:28])=[CH:24][CH:23]=2)[C:15]2[CH:29]=[CH:30][CH:31]=[CH:32][C:14]=2[CH2:13]1)=[O:11])(C)(C)C.[F:44][C:45]([F:50])([F:49])[C:46]([OH:48])=[O:47]. Product: [F:44][C:45]([F:50])([F:49])[C:46]([OH:48])=[O:47].[NH2:7][C@H:8]([CH2:33][C:34]1[CH:39]=[C:38]([F:40])[C:37]([F:41])=[CH:36][C:35]=1[F:42])[CH2:9][C:10]([N:12]1[CH2:21][C:20]2[N:16]([N:17]=[N:18][C:19]=2[C:22]2[CH:23]=[CH:24][C:25]([F:28])=[CH:26][CH:27]=2)[C:15]2[CH:29]=[CH:30][CH:31]=[CH:32][C:14]=2[CH2:13]1)=[O:11]. The catalyst class is: 2.